From a dataset of Catalyst prediction with 721,799 reactions and 888 catalyst types from USPTO. Predict which catalyst facilitates the given reaction. The catalyst class is: 10. Reactant: [C:1]([C:4]1[C:22](=[O:23])[C@@:8]2([CH3:24])[C:9]3[C:15]([OH:16])=[CH:14][C:13]([O:17][CH3:18])=[C:12]([C:19]([NH2:21])=[O:20])[C:10]=3[O:11][C:7]2=[CH:6][C:5]=1[OH:25])(=[O:3])[CH3:2].[Br:26][C:27]1[C:36]2[C:31](=[CH:32][CH:33]=[CH:34][CH:35]=2)[C:30]([CH:37]=O)=[CH:29][CH:28]=1.C([SiH](CC)CC)C.FC(F)(F)C(O)=O. Product: [C:1]([C:4]1[C:22](=[O:23])[C@@:8]2([CH3:24])[C:9]3[C:15]([OH:16])=[CH:14][C:13]([O:17][CH3:18])=[C:12]([C:19]([NH:21][CH2:37][C:30]4[C:31]5[C:36](=[CH:35][CH:34]=[CH:33][CH:32]=5)[C:27]([Br:26])=[CH:28][CH:29]=4)=[O:20])[C:10]=3[O:11][C:7]2=[CH:6][C:5]=1[OH:25])(=[O:3])[CH3:2].